From a dataset of Rat liver microsome stability data. Regression/Classification. Given a drug SMILES string, predict its absorption, distribution, metabolism, or excretion properties. Task type varies by dataset: regression for continuous measurements (e.g., permeability, clearance, half-life) or binary classification for categorical outcomes (e.g., BBB penetration, CYP inhibition). Dataset: rlm. (1) The drug is O=C(O)C(=O)O.c1ccc(-c2ccc(OCCCCCN3CCCCCC3)cc2)cc1. The result is 1 (stable in rat liver microsomes). (2) The drug is Nc1ncc(S(=O)(=O)N2CCN(c3ccccc3)CC2)cn1. The result is 1 (stable in rat liver microsomes). (3) The compound is CN(C)c1cccc(-c2cnc(N3CCC(c4ncc[nH]4)CC3)s2)c1. The result is 1 (stable in rat liver microsomes). (4) The molecule is O=C(O)C=Cc1ccc(NC(=O)C2(NC(=O)c3ccc4c(c3)nc(-c3ccoc3)n4C3CCCCC3)CCCC2)cc1. The result is 0 (unstable in rat liver microsomes). (5) The molecule is CNCCCC1Cc2cc(F)ccc2N(c2c(F)cccc2F)S1(=O)=O. The result is 0 (unstable in rat liver microsomes).